This data is from NCI-60 drug combinations with 297,098 pairs across 59 cell lines. The task is: Regression. Given two drug SMILES strings and cell line genomic features, predict the synergy score measuring deviation from expected non-interaction effect. (1) Drug 1: CCCS(=O)(=O)NC1=C(C(=C(C=C1)F)C(=O)C2=CNC3=C2C=C(C=N3)C4=CC=C(C=C4)Cl)F. Drug 2: CC1CCC2CC(C(=CC=CC=CC(CC(C(=O)C(C(C(=CC(C(=O)CC(OC(=O)C3CCCCN3C(=O)C(=O)C1(O2)O)C(C)CC4CCC(C(C4)OC)O)C)C)O)OC)C)C)C)OC. Cell line: SNB-19. Synergy scores: CSS=37.7, Synergy_ZIP=18.0, Synergy_Bliss=18.7, Synergy_Loewe=-2.97, Synergy_HSA=16.3. (2) Drug 1: CCN(CC)CCNC(=O)C1=C(NC(=C1C)C=C2C3=C(C=CC(=C3)F)NC2=O)C. Drug 2: B(C(CC(C)C)NC(=O)C(CC1=CC=CC=C1)NC(=O)C2=NC=CN=C2)(O)O. Cell line: CCRF-CEM. Synergy scores: CSS=37.1, Synergy_ZIP=-5.89, Synergy_Bliss=-3.69, Synergy_Loewe=-12.0, Synergy_HSA=-2.34. (3) Synergy scores: CSS=4.41, Synergy_ZIP=0.846, Synergy_Bliss=-0.236, Synergy_Loewe=-0.915, Synergy_HSA=-0.624. Drug 2: CC1=CC=C(C=C1)C2=CC(=NN2C3=CC=C(C=C3)S(=O)(=O)N)C(F)(F)F. Cell line: SNB-19. Drug 1: CS(=O)(=O)C1=CC(=C(C=C1)C(=O)NC2=CC(=C(C=C2)Cl)C3=CC=CC=N3)Cl. (4) Drug 1: CC1C(C(CC(O1)OC2CC(CC3=C2C(=C4C(=C3O)C(=O)C5=C(C4=O)C(=CC=C5)OC)O)(C(=O)C)O)N)O.Cl. Drug 2: C1=CN(C=N1)CC(O)(P(=O)(O)O)P(=O)(O)O. Cell line: A498. Synergy scores: CSS=0.863, Synergy_ZIP=-5.40, Synergy_Bliss=-11.3, Synergy_Loewe=-20.2, Synergy_HSA=-12.1.